The task is: Predict the reactants needed to synthesize the given product.. This data is from Full USPTO retrosynthesis dataset with 1.9M reactions from patents (1976-2016). (1) Given the product [Br:18][CH2:19][CH2:20][O:17][C:15]1[CH:14]=[CH:13][C:12]2[C:8]([C:5]3[CH:4]=[CH:3][C:2]([Br:1])=[CH:7][CH:6]=3)=[N:9][S:10][C:11]=2[CH:16]=1, predict the reactants needed to synthesize it. The reactants are: [Br:1][C:2]1[CH:7]=[CH:6][C:5]([C:8]2[C:12]3[CH:13]=[CH:14][C:15]([OH:17])=[CH:16][C:11]=3[S:10][N:9]=2)=[CH:4][CH:3]=1.[Br:18][CH2:19][CH2:20]Br. (2) Given the product [NH2:25][C:26]1[C:27]([C:36]([NH:47][C@H:46]([C:48]([O:50][CH3:51])=[O:49])[CH2:45][O:44][C:41]([CH3:43])([CH3:42])[CH3:40])=[O:38])=[CH:28][C:29]2[C:34]([CH:35]=1)=[CH:33][CH:32]=[CH:31][CH:30]=2, predict the reactants needed to synthesize it. The reactants are: CN(C(ON1N=NC2C=CC=NC1=2)=[N+](C)C)C.F[P-](F)(F)(F)(F)F.[NH2:25][C:26]1[C:27]([C:36]([OH:38])=O)=[CH:28][C:29]2[C:34]([CH:35]=1)=[CH:33][CH:32]=[CH:31][CH:30]=2.Cl.[CH3:40][C:41]([O:44][CH2:45][C@@H:46]([C:48]([O:50][CH3:51])=[O:49])[NH2:47])([CH3:43])[CH3:42].C(N(C(C)C)CC)(C)C. (3) Given the product [C:1]([C:3]1[CH:4]=[CH:5][C:6]([NH:9][C:10](=[O:18])[CH2:11][CH:12]([CH3:17])[CH2:13][C:14]([NH:34][C:25]2[CH:26]=[C:27]3[C:22](=[CH:23][CH:24]=2)[N:21]([CH2:19][CH3:20])[C:33]2[CH2:32][CH2:31][CH2:30][CH2:29][C:28]3=2)=[O:16])=[CH:7][CH:8]=1)#[N:2], predict the reactants needed to synthesize it. The reactants are: [C:1]([C:3]1[CH:8]=[CH:7][C:6]([NH:9][C:10](=[O:18])[CH2:11][CH:12]([CH3:17])[CH2:13][C:14]([OH:16])=O)=[CH:5][CH:4]=1)#[N:2].[CH2:19]([N:21]1[C:33]2[CH2:32][CH2:31][CH2:30][CH2:29][C:28]=2[C:27]2[C:22]1=[CH:23][CH:24]=[C:25]([NH2:34])[CH:26]=2)[CH3:20].CCN(C(C)C)C(C)C.CN(C(ON1N=NC2C=CC=NC1=2)=[N+](C)C)C.F[P-](F)(F)(F)(F)F. (4) Given the product [CH2:1]([O:8][CH2:9][CH2:10][C@H:11]([NH:15][CH2:19][CH:18]([O:21][CH3:22])[O:17][CH3:16])[CH2:12][O:13][CH3:14])[C:2]1[CH:7]=[CH:6][CH:5]=[CH:4][CH:3]=1, predict the reactants needed to synthesize it. The reactants are: [CH2:1]([O:8][CH2:9][CH2:10][C@H:11]([NH2:15])[CH2:12][O:13][CH3:14])[C:2]1[CH:7]=[CH:6][CH:5]=[CH:4][CH:3]=1.[CH3:16][O:17][CH:18]([O:21][CH3:22])[CH:19]=O.S([O-])([O-])(=O)=O.[Mg+2].C(O)(=O)C.C([BH3-])#N.[Na+]. (5) Given the product [CH3:3][C:4]1([CH3:26])[CH2:21][N:8]2[C:9]3[C:18]4[C:13](=[CH:14][CH:15]=[CH:16][CH:17]=4)[N:12]=[C:11]([NH2:2])[C:10]=3[N:20]=[C:7]2[CH2:6][N:5]1[S:22]([CH3:25])(=[O:24])=[O:23], predict the reactants needed to synthesize it. The reactants are: [OH-].[NH4+:2].[CH3:3][C:4]1([CH3:26])[CH2:21][N:8]2[C:9]3[C:18]4[C:13](=[CH:14][CH:15]=[CH:16][CH:17]=4)[N+:12]([O-])=[CH:11][C:10]=3[N:20]=[C:7]2[CH2:6][N:5]1[S:22]([CH3:25])(=[O:24])=[O:23].C1(C)C=CC(S(Cl)(=O)=O)=CC=1. (6) Given the product [CH3:44][O:43][C:41](=[O:42])[NH:38][C:36](=[NH:37])[C:32]1[CH:33]=[CH:34][CH:35]=[C:30]([O:29][CH:25]([C:24](=[O:39])[NH:23][C:20]2[CH:19]=[CH:18][C:17]([C:12]3[CH:13]=[CH:14][CH:15]=[CH:16][C:11]=3[S:8]([CH3:7])(=[O:9])=[O:10])=[CH:22][CH:21]=2)[CH2:26][CH2:27][CH3:28])[CH:31]=1, predict the reactants needed to synthesize it. The reactants are: [OH-].[Na+].C(O)(=O)C.[CH3:7][S:8]([C:11]1[CH:16]=[CH:15][CH:14]=[CH:13][C:12]=1[C:17]1[CH:22]=[CH:21][C:20]([NH:23][C:24](=[O:39])[CH:25]([O:29][C:30]2[CH:35]=[CH:34][CH:33]=[C:32]([C:36](=[NH:38])[NH2:37])[CH:31]=2)[CH2:26][CH2:27][CH3:28])=[CH:19][CH:18]=1)(=[O:10])=[O:9].Cl[C:41]([O:43][CH3:44])=[O:42]. (7) Given the product [Cl:30][C:14]1[C:15]2[N:16]=[CH:17][C:8]([O:7][CH2:6][C:2]3[O:1][CH:5]=[CH:4][N:3]=3)=[CH:9][C:10]=2[N:11]=[CH:12][N:13]=1, predict the reactants needed to synthesize it. The reactants are: [O:1]1[CH:5]=[CH:4][N:3]=[C:2]1[CH2:6][O:7][C:8]1[CH:17]=[N:16][C:15]2[C:14](=O)[NH:13][CH:12]=[N:11][C:10]=2[CH:9]=1.C(N(CC)C(C)C)(C)C.P(Cl)(Cl)([Cl:30])=O.C([O-])(O)=O.[Na+].